This data is from Reaction yield outcomes from USPTO patents with 853,638 reactions. The task is: Predict the reaction yield, written as a fraction of the theoretical maximum amount of product (1.0 means a 100% yield; for example, 0.34 means a 34% yield). (1) The reactants are [Cl:1][C:2]1[CH:24]=[CH:23][C:5]2[NH:6][C:7]([S:9][C:10]3[C:15]4[NH:16][C:17](=[O:19])[NH:18][C:14]=4[CH:13]=[C:12]([C:20]([OH:22])=[O:21])[CH:11]=3)=[N:8][C:4]=2[CH:3]=1.[CH3:25]O. No catalyst specified. The product is [Cl:1][C:2]1[CH:24]=[CH:23][C:5]2[NH:6][C:7]([S:9][C:10]3[C:15]4[NH:16][C:17](=[O:19])[NH:18][C:14]=4[CH:13]=[C:12]([C:20]([O:22][CH3:25])=[O:21])[CH:11]=3)=[N:8][C:4]=2[CH:3]=1. The yield is 0.120. (2) The reactants are C(O)(C(F)(F)F)=O.[NH2:8][C:9]1[N:17]=[CH:16][N:15]=[C:14]2[C:10]=1[N:11]=[CH:12][N:13]2[C@H:18]1[C@H:25]2[C@H:21]([O:22]C(C)(C)[O:24]2)[C@@H:20]([CH2:28][N:29]([CH3:47])[CH2:30][CH2:31][CH2:32][NH:33][C:34]2[NH:38][C:37]3[CH:39]=[C:40]([C:43]([CH3:46])([CH3:45])[CH3:44])[CH:41]=[CH:42][C:36]=3[N:35]=2)[O:19]1. The catalyst is O. The product is [NH2:8][C:9]1[N:17]=[CH:16][N:15]=[C:14]2[C:10]=1[N:11]=[CH:12][N:13]2[C@H:18]1[C@H:25]([OH:24])[C@H:21]([OH:22])[C@@H:20]([CH2:28][N:29]([CH2:30][CH2:31][CH2:32][NH:33][C:34]2[NH:38][C:37]3[CH:39]=[C:40]([C:43]([CH3:46])([CH3:45])[CH3:44])[CH:41]=[CH:42][C:36]=3[N:35]=2)[CH3:47])[O:19]1. The yield is 0.510.